The task is: Predict which catalyst facilitates the given reaction.. This data is from Catalyst prediction with 721,799 reactions and 888 catalyst types from USPTO. (1) Reactant: COC1N=C2C(=CC=1)N=CC=C2N1C=C2C(CCC(NCCCC3C=CC=CC=3C)C2)=N1.[CH3:33][O:34][C:35]1[N:36]=[C:37]2[C:42](=[CH:43][CH:44]=1)[N:41]=[CH:40][CH:39]=[C:38]2[N:45]1[CH:53]=[C:52]2[C:47]([CH2:48][CH2:49][CH:50]([NH:54][C:55](=O)[CH2:56][CH2:57][C:58]3[CH:63]=[CH:62][C:61]([CH3:64])=[CH:60][CH:59]=3)[CH2:51]2)=[N:46]1.CC(C[AlH]CC(C)C)C.C(C(C(C([O-])=O)O)O)([O-])=O.[Na+].[K+]. The catalyst class is: 34. Product: [CH3:33][O:34][C:35]1[N:36]=[C:37]2[C:42](=[CH:43][CH:44]=1)[N:41]=[CH:40][CH:39]=[C:38]2[N:45]1[CH:53]=[C:52]2[C:47]([CH2:48][CH2:49][CH:50]([NH:54][CH2:55][CH2:56][CH2:57][C:58]3[CH:63]=[CH:62][C:61]([CH3:64])=[CH:60][CH:59]=3)[CH2:51]2)=[N:46]1. (2) Reactant: [CH2:1]([C:4]1[C:9]([OH:10])=[CH:8][N:7]=[C:6]2[N:11]([CH2:14][C:15]3[S:19][C:18]([C:20]4[CH:25]=[CH:24][C:23]([C:26]([F:29])([F:28])[F:27])=[CH:22][CH:21]=4)=[N:17][C:16]=3[CH2:30][CH2:31][CH2:32][CH3:33])[CH:12]=[CH:13][C:5]=12)[CH:2]=[CH2:3].C(=O)([O-])[O-].[Cs+].[Cs+].C([O:44][C:45](=[O:48])[CH2:46]Br)(C)(C)C.C(OCC)(=O)C. Product: [CH2:30]([C:16]1[N:17]=[C:18]([C:20]2[CH:25]=[CH:24][C:23]([C:26]([F:28])([F:27])[F:29])=[CH:22][CH:21]=2)[S:19][C:15]=1[CH2:14][N:11]1[C:6]2=[N:7][CH:8]=[C:9]([O:10][CH2:46][C:45]([OH:48])=[O:44])[C:4]([CH2:1][CH2:2][CH3:3])=[C:5]2[CH:13]=[CH:12]1)[CH2:31][CH2:32][CH3:33]. The catalyst class is: 9. (3) Reactant: [C:9](O[C:9]([O:11][C:12]([CH3:15])([CH3:14])[CH3:13])=[O:10])([O:11][C:12]([CH3:15])([CH3:14])[CH3:13])=[O:10].Cl.[Cl:17][C:18]1[CH:23]=[CH:22][C:21]([C:24]([CH:26]2[CH2:31][CH2:30][NH:29][CH2:28][CH2:27]2)=[O:25])=[CH:20][CH:19]=1.C(N(CC)CC)C. Product: [Cl:17][C:18]1[CH:19]=[CH:20][C:21]([C:24]([CH:26]2[CH2:31][CH2:30][N:29]([C:9]([O:11][C:12]([CH3:13])([CH3:14])[CH3:15])=[O:10])[CH2:28][CH2:27]2)=[O:25])=[CH:22][CH:23]=1. The catalyst class is: 5. (4) Reactant: Cl.[NH2:2][CH:3]1[CH2:12][CH2:11][C:10]2[C:5](=[CH:6][CH:7]=[C:8]([Br:13])[CH:9]=2)[C:4]1=[O:14].C(N(C(C)C)CC)(C)C.[C:24](Cl)(=[O:30])[CH2:25][CH2:26][CH2:27][CH2:28][CH3:29]. Product: [Br:13][C:8]1[CH:9]=[C:10]2[C:5](=[CH:6][CH:7]=1)[C:4](=[O:14])[CH:3]([NH:2][C:24](=[O:30])[CH2:25][CH2:26][CH2:27][CH2:28][CH3:29])[CH2:12][CH2:11]2. The catalyst class is: 4. (5) Reactant: C([O:3][C:4]([C:6]1[C:7]2[CH2:23][O:22][C:21]3[CH:20]=[C:19]([O:24][CH3:25])[C:18]([CH:26]=[C:27]([CH3:29])[CH3:28])=[CH:17][C:16]=3[C:8]=2[N:9]([C:11]2[S:12][CH:13]=[CH:14][CH:15]=2)[N:10]=1)=[O:5])C.C1COCC1.O.O[Li].O. Product: [CH3:25][O:24][C:19]1[C:18]([CH:26]=[C:27]([CH3:29])[CH3:28])=[CH:17][C:16]2[C:8]3[N:9]([C:11]4[S:12][CH:13]=[CH:14][CH:15]=4)[N:10]=[C:6]([C:4]([OH:5])=[O:3])[C:7]=3[CH2:23][O:22][C:21]=2[CH:20]=1. The catalyst class is: 5.